From a dataset of Reaction yield outcomes from USPTO patents with 853,638 reactions. Predict the reaction yield, written as a fraction of the theoretical maximum amount of product (1.0 means a 100% yield; for example, 0.34 means a 34% yield). (1) The yield is 0.280. The catalyst is CN(C=O)C. The product is [Cl:24][C:22]1[CH:21]=[CH:20][C:9]([C:10]([NH:12][C:13]2[CH:18]=[CH:17][NH:16][C:15](=[O:19])[CH:14]=2)=[O:11])=[C:8]([O:32][C:29]2[CH:30]=[CH:31][C:26]([F:25])=[CH:27][C:28]=2[O:4][CH3:1])[CH:23]=1. The reactants are [C:1]([O-:4])([O-])=O.[Cs+].[Cs+].F[C:8]1[CH:23]=[C:22]([Cl:24])[CH:21]=[CH:20][C:9]=1[C:10]([NH:12][C:13]1[CH:18]=[CH:17][NH:16][C:15](=[O:19])[CH:14]=1)=[O:11].[F:25][C:26]1[CH:31]=[CH:30][C:29]([OH:32])=[CH:28][C:27]=1OC. (2) The reactants are Cl[C:2]1N=C(Cl)C=C[C:3]=1C(N)=O.CC1(C)C(C)(C)OB(C2CCN(C(OC(C)(C)C)=O)CC=2)O1.[C:34]([C:37]1[CH:38]=[CH:39][C:40]([C:57]2[CH2:62][CH2:61][N:60]([C:63](OC(C)(C)C)=[O:64])[CH2:59][CH:58]=2)=[N:41][C:42]=1[NH:43][C:44]1[CH:49]=[CH:48][C:47]([CH2:50][CH2:51][N:52]2[CH2:56][CH2:55][CH2:54][CH2:53]2)=[CH:46][CH:45]=1)(=[O:36])[NH2:35]. No catalyst specified. The product is [C:63]([N:60]1[CH2:61][CH2:62][CH:57]([C:40]2[CH:39]=[CH:38][C:37]([C:34]([NH2:35])=[O:36])=[C:42]([NH:43][C:44]3[CH:45]=[CH:46][C:47]([CH2:50][CH2:51][N:52]4[CH2:53][CH2:54][CH2:55][CH2:56]4)=[CH:48][CH:49]=3)[N:41]=2)[CH2:58][CH2:59]1)(=[O:64])[CH:2]=[CH2:3]. The yield is 0.480. (3) The reactants are C[Si](C)(C)[C:3]1[NH:7][N:6]=[N:5][C:4]=1[C:8]1[CH:13]=[CH:12][N:11]=[C:10]([C:14]2[N:15]=[CH:16][N:17]([CH3:19])[CH:18]=2)[CH:9]=1.[OH-].[Na+].O. The catalyst is CO. The yield is 0.180. The product is [CH3:19][N:17]1[CH:18]=[C:14]([C:10]2[CH:9]=[C:8]([C:4]3[N:5]=[N:6][NH:7][CH:3]=3)[CH:13]=[CH:12][N:11]=2)[N:15]=[CH:16]1. (4) The reactants are [C:1]([C:4]1[CH:26]=[CH:25][C:7]2[NH:8][C:9](=[C:11]([C:15]3[N:20]=[C:19]([C:21]([F:24])([F:23])[F:22])[CH:18]=[CH:17][N:16]=3)[C:12]([NH2:14])=[O:13])[NH:10][C:6]=2[CH:5]=1)([OH:3])=O.CCN(C(C)C)C(C)C.CN(C(ON1N=NC2C=CC=CC1=2)=[N+](C)C)C.F[P-](F)(F)(F)(F)F.[N:60]1([CH2:66][CH2:67][CH2:68][NH2:69])[CH2:65][CH2:64][O:63][CH2:62][CH2:61]1.[ClH:70]. The catalyst is CN(C)C=O.CC(=O)OCC.O1CCOCC1. The product is [ClH:70].[N:60]1([CH2:66][CH2:67][CH2:68][NH:69][C:1]([C:4]2[CH:26]=[CH:25][C:7]3[NH:8][C:9](=[C:11]([C:15]4[N:20]=[C:19]([C:21]([F:24])([F:23])[F:22])[CH:18]=[CH:17][N:16]=4)[C:12]([NH2:14])=[O:13])[NH:10][C:6]=3[CH:5]=2)=[O:3])[CH2:65][CH2:64][O:63][CH2:62][CH2:61]1. The yield is 0.880. (5) The reactants are Cl[C:2]1[C:11]2[C:6](=[CH:7][C:8]([O:14][CH2:15][CH:16]3[CH2:21][CH2:20][N:19]([CH3:22])[CH2:18][CH2:17]3)=[C:9]([O:12][CH3:13])[CH:10]=2)[N:5]=[CH:4][N:3]=1.[OH:23][C:24]1[CH:33]=[C:32]2[C:27]([C:28](=[O:35])[CH:29]=[C:30]([CH3:34])[O:31]2)=[CH:26][CH:25]=1.C(=O)([O-])[O-].[K+].[K+].O. The catalyst is C(OCC)(=O)C. The product is [CH3:13][O:12][C:9]1[CH:10]=[C:11]2[C:6](=[CH:7][C:8]=1[O:14][CH2:15][CH:16]1[CH2:21][CH2:20][N:19]([CH3:22])[CH2:18][CH2:17]1)[N:5]=[CH:4][N:3]=[C:2]2[O:23][C:24]1[CH:33]=[C:32]2[C:27]([C:28](=[O:35])[CH:29]=[C:30]([CH3:34])[O:31]2)=[CH:26][CH:25]=1. The yield is 0.920. (6) The reactants are [Br:1][C:2]1[CH:9]=[CH:8][C:5]([CH2:6][NH2:7])=[CH:4][CH:3]=1.F[C:11]1[CH:19]=[N:18][CH:17]=[CH:16][C:12]=1[C:13]([OH:15])=[O:14]. No catalyst specified. The product is [Br:1][C:2]1[CH:9]=[CH:8][C:5]([CH2:6][NH:7][C:16]2[CH:17]=[N:18][CH:19]=[CH:11][C:12]=2[C:13]([OH:15])=[O:14])=[CH:4][CH:3]=1. The yield is 0.390. (7) The reactants are [Cl:1][CH2:2][CH2:3][C:4]([C:6]1[CH:11]=[CH:10][CH:9]=[CH:8][CH:7]=1)=[O:5].[CH2:12]([Mg]Br)[CH:13]=[CH2:14]. The catalyst is C1COCC1. The product is [Cl:1][CH2:2][CH2:3][C:4]([C:6]1[CH:11]=[CH:10][CH:9]=[CH:8][CH:7]=1)([OH:5])[CH2:14][CH:13]=[CH2:12]. The yield is 0.860.